From a dataset of Forward reaction prediction with 1.9M reactions from USPTO patents (1976-2016). Predict the product of the given reaction. (1) Given the reactants C1([C@H]([NH:9][C@H:10]([CH3:23])[CH2:11][C:12]2[CH:13]=[C:14]([CH2:18][C:19]([O:21][CH3:22])=[O:20])[CH:15]=[CH:16][CH:17]=2)C)C=CC=CC=1.C([O-])=O.[NH4+], predict the reaction product. The product is: [NH2:9][C@H:10]([CH3:23])[CH2:11][C:12]1[CH:13]=[C:14]([CH2:18][C:19]([O:21][CH3:22])=[O:20])[CH:15]=[CH:16][CH:17]=1. (2) The product is: [NH2:31][C:24]1[CH:23]=[C:22]2[C:21]([CH2:10][C:9](=[O:8])[NH:34]2)=[C:26]([C:27]([F:30])([F:29])[F:28])[CH:25]=1. Given the reactants C([O:8][C:9](=O)[CH:10]([C:21]1[C:26]([C:27]([F:30])([F:29])[F:28])=[CH:25][C:24]([N+:31]([O-])=O)=[CH:23][C:22]=1[N+:34]([O-])=O)C(OCC1C=CC=CC=1)=O)C1C=CC=CC=1, predict the reaction product. (3) Given the reactants Cl[C:2]1[CH:7]=[C:6]([CH3:8])[N:5]=[C:4]([C:9]2[CH:14]=[CH:13][CH:12]=[CH:11][N:10]=2)[N:3]=1.[CH3:15][O:16][C:17]1[CH:18]=[CH:19][C:20]([CH3:24])=[C:21]([CH:23]=1)[NH2:22], predict the reaction product. The product is: [CH3:15][O:16][C:17]1[CH:18]=[CH:19][C:20]([CH3:24])=[C:21]([CH:23]=1)[NH:22][C:2]1[CH:7]=[C:6]([CH3:8])[N:5]=[C:4]([C:9]2[CH:14]=[CH:13][CH:12]=[CH:11][N:10]=2)[N:3]=1. (4) Given the reactants C(=O)([S:3][CH2:4][C@@H:5]1[C@@H:12]2[C@@H:8]([O:9][C:10]([CH3:14])([CH3:13])[O:11]2)[C@H:7]([N:15]2[CH:23]=[N:22][C:21]3[C:16]2=[N:17][CH:18]=[N:19][C:20]=3[NH2:24])[O:6]1)C, predict the reaction product. The product is: [NH2:24][C:20]1[N:19]=[CH:18][N:17]=[C:16]2[C:21]=1[N:22]=[CH:23][N:15]2[C@H:7]1[C@@H:8]2[O:9][C:10]([CH3:13])([CH3:14])[O:11][C@@H:12]2[C@@H:5]([CH2:4][SH:3])[O:6]1. (5) Given the reactants [C:1]([Si:5]([CH3:22])([CH3:21])[O:6][CH2:7][C@H:8]1[N:12]([C:13]([O:15][C:16]([CH3:19])([CH3:18])[CH3:17])=[O:14])[C:11](=[O:20])[CH2:10][CH2:9]1)([CH3:4])([CH3:3])[CH3:2].C[Si](C)(C)[N-][Si](C)(C)C.[Li+].[CH2:33](Br)[C:34]1[CH:39]=[CH:38][CH:37]=[CH:36][CH:35]=1, predict the reaction product. The product is: [C:1]([Si:5]([CH3:22])([CH3:21])[O:6][CH2:7][C@H:8]1[N:12]([C:13]([O:15][C:16]([CH3:19])([CH3:18])[CH3:17])=[O:14])[C:11](=[O:20])[C@H:10]([CH2:33][C:34]2[CH:39]=[CH:38][CH:37]=[CH:36][CH:35]=2)[CH2:9]1)([CH3:3])([CH3:2])[CH3:4]. (6) Given the reactants [C:1]([C:3]1[CH:23]=[C:22](B2OC(C)(C)C(C)(C)O2)[CH:21]=[CH:20][C:4]=1[O:5][C@H:6]1[CH2:11][CH2:10][N:9]([C:12]([O:14][C:15]([CH3:18])([CH3:17])[CH3:16])=[O:13])[CH2:8][C@H:7]1[F:19])#[N:2].Cl[C:34]1[N:39]=[CH:38][N:37]=[C:36]([NH:40][C:41]2[CH:46]=[CH:45][C:44]([S:47]([CH3:50])(=[O:49])=[O:48])=[C:43]([O:51][CH3:52])[CH:42]=2)[N:35]=1.C(=O)([O-])[O-].[Na+].[Na+], predict the reaction product. The product is: [C:1]([C:3]1[CH:23]=[C:22]([C:34]2[N:35]=[C:36]([NH:40][C:41]3[CH:46]=[CH:45][C:44]([S:47]([CH3:50])(=[O:49])=[O:48])=[C:43]([O:51][CH3:52])[CH:42]=3)[N:37]=[CH:38][N:39]=2)[CH:21]=[CH:20][C:4]=1[O:5][C@H:6]1[CH2:11][CH2:10][N:9]([C:12]([O:14][C:15]([CH3:16])([CH3:18])[CH3:17])=[O:13])[CH2:8][C@H:7]1[F:19])#[N:2].